Task: Binary Classification. Given a miRNA mature sequence and a target amino acid sequence, predict their likelihood of interaction.. Dataset: Experimentally validated miRNA-target interactions with 360,000+ pairs, plus equal number of negative samples (1) Result: 0 (no interaction). The miRNA is mmu-miR-129b-5p with sequence GCUUUUUGGGGUAAGGGCUUCC. The protein sequence of the target gene is MHSDAAAVNFQLNSHLSTLASIHKIYHTLNKLNLTEDVGQDDHQTGSLRSCSSSDCFSKVMPPRKKRRPASGDDLSAKKSRHDSMYRKYESTRIKTEEEAFSSKRCLEWFYEYAGTEDAVGPEGMEKFCEDIGVEPENVVMLVLAWKLDAQNMGYFTLQEWLKGMTSLQCDTTEKLRTTLDYLRSLLNDTTNFKLIYRYAFDFAREKDQRSLDINTAKCMLGLLLGKIWPLFPVFHQFLEQSKYKVINKDQWCNVLEFSRTISLDLSNYDEDGAWPVLLDEFVEWYKDKQMS. (2) The miRNA is hsa-miR-548au-3p with sequence UGGCAGUUACUUUUGCACCAG. The protein sequence of the target gene is MGQQHGTRNGLTHRELPRGVGLLLAMALMNVALYLCLDQLFISPGRSTADSRRCPPGYFRMGRMRNCSRWLSCEELRTEVRQLKRVGEGAVKRVFLSEWKEHKVALSRLTRLEMKEDFLHGLQMLKSLQSEHVVTLVGYCEEDGTILTEYHPLGSLSNLEETLNLSKYQDVNTWQHRLQLAMEYVSIINYLHHSPLGTRVMCDSNDLPKTLSQYLLTSNFSIVANDLDALPLVDHDSGVLIKCGHRELHGDFVAPEQLWPYGEDTPFQDDLMPSYNEKVDIWKIPDVSSFLLGHVEGSDM.... Result: 0 (no interaction). (3) The miRNA is hsa-miR-1252-3p with sequence CAAAUGAGCUUAAUUUCCUUUU. The protein sequence of the target gene is MNANKDERLKARSQDFHLFPALMMLSMTMLFLPVTGTLKQNIPRLKLTYKDLLLSNSCIPFLGSSEGLDFQTLLLDEERGRLLLGAKDHIFLLSLVDLNKNFKKIYWPAAKERVELCKLAGKDANTECANFIRVLQPYNKTHIYVCGTGAFHPICGYIDLGVYKEDIIFKLDTHNLESGRLKCPFDPQQPFASVMTDEYLYSGTASDFLGKDTAFTRSLGPTHDHHYIRTDISEHYWLNGAKFIGTFFIPDTYNPDDDKIYFFFRESSQEGSTSDKTILSRVGRVCKNDVGGQRSLINKW.... Result: 0 (no interaction). (4) The miRNA is hsa-miR-449a with sequence UGGCAGUGUAUUGUUAGCUGGU. Result: 1 (interaction). The protein sequence of the target gene is MSVSEIFVELQGFLAAEQDIREEIRKVVQSLEQTAREILTLLQGVHQGAGFQDIPKRCLKAREHFGTVKTHLTSLKTKFPAEQYYRFHEHWRFVLQRLVFLAAFVVYLETETLVTREAVTEILGIEPDREKGFHLDVEDYLSGVLILASELSRLSVNSVTAGDYSRPLHISTFINELDSGFRLLNLKNDSLRKRYDGLKYDVKKVEEVVYDLSIRGFNKETAAACVEK.